Task: Predict the product of the given reaction.. Dataset: Forward reaction prediction with 1.9M reactions from USPTO patents (1976-2016) (1) Given the reactants [F:1]/[C:2](/[C:15]1[CH:19]=[C:18]([CH3:20])[NH:17][N:16]=1)=[CH:3]\[C:4]1[CH:9]=[CH:8][C:7]([O:10][C:11]([F:14])([F:13])[F:12])=[CH:6][CH:5]=1.[Cl:21][C:22]1[CH:27]=[CH:26][C:25]([CH2:28]Cl)=[CH:24][N:23]=1, predict the reaction product. The product is: [Cl:21][C:22]1[CH:27]=[CH:26][C:25]([CH2:28][N:17]2[C:18]([CH3:20])=[CH:19][C:15](/[C:2](/[F:1])=[CH:3]/[C:4]3[CH:5]=[CH:6][C:7]([O:10][C:11]([F:14])([F:13])[F:12])=[CH:8][CH:9]=3)=[N:16]2)=[CH:24][N:23]=1. (2) Given the reactants [F:1][C:2]1[CH:7]=[CH:6][CH:5]=[C:4]([F:8])[C:3]=1[N:9]1[C:14]2[N:15]=[C:16]([NH:27][S:28]([CH3:31])(=[O:30])=[O:29])[N:17]=[C:18]([C:19]3[CH:24]=[CH:23][C:22]([F:25])=[CH:21][C:20]=3[CH3:26])[C:13]=2[CH:12]=[CH:11][C:10]1=[O:32].[H-].[Na+].I[CH3:36].[NH4+].[Cl-], predict the reaction product. The product is: [F:8][C:4]1[CH:5]=[CH:6][CH:7]=[C:2]([F:1])[C:3]=1[N:9]1[C:14]2[N:15]=[C:16]([N:27]([CH3:36])[S:28]([CH3:31])(=[O:30])=[O:29])[N:17]=[C:18]([C:19]3[CH:24]=[CH:23][C:22]([F:25])=[CH:21][C:20]=3[CH3:26])[C:13]=2[CH:12]=[CH:11][C:10]1=[O:32]. (3) Given the reactants [CH3:1][C:2]1[N:6]([C:7]2[CH:12]=[CH:11][CH:10]=[CH:9][CH:8]=2)[C:5]2[CH:13]=[CH:14][C:15]([C:17](O)=O)=[CH:16][C:4]=2[N:3]=1.[NH2:20][C:21]1[CH:26]=[CH:25][CH:24]=[CH:23][C:22]=1[NH2:27].N, predict the reaction product. The product is: [N:20]1[C:21]2[CH:26]=[CH:25][CH:24]=[CH:23][C:22]=2[NH:27][C:17]=1[C:15]1[CH:14]=[CH:13][C:5]2[N:6]([C:7]3[CH:12]=[CH:11][CH:10]=[CH:9][CH:8]=3)[C:2]([CH3:1])=[N:3][C:4]=2[CH:16]=1. (4) Given the reactants Cl[C:2]1[N:7]=[C:6]([O:8][C:9]2[C:18]3[C:13](=[CH:14][CH:15]=[CH:16][CH:17]=3)[C:12]([NH:19][C:20](=[O:26])[O:21][C:22]([CH3:25])([CH3:24])[CH3:23])=[CH:11][CH:10]=2)[CH:5]=[CH:4][N:3]=1.[CH3:27][O:28][C:29]1[CH:30]=[C:31]([CH:33]=[C:34]([O:36][CH2:37][CH2:38][O:39][CH2:40][CH2:41][O:42][CH2:43][CH2:44][O:45][CH3:46])[CH:35]=1)[NH2:32], predict the reaction product. The product is: [CH3:27][O:28][C:29]1[CH:30]=[C:31]([NH:32][C:2]2[N:7]=[C:6]([O:8][C:9]3[C:18]4[C:13](=[CH:14][CH:15]=[CH:16][CH:17]=4)[C:12]([NH:19][C:20](=[O:26])[O:21][C:22]([CH3:25])([CH3:24])[CH3:23])=[CH:11][CH:10]=3)[CH:5]=[CH:4][N:3]=2)[CH:33]=[C:34]([O:36][CH2:37][CH2:38][O:39][CH2:40][CH2:41][O:42][CH2:43][CH2:44][O:45][CH3:46])[CH:35]=1. (5) Given the reactants [C:1]([NH:4][NH:5][C:6](=[O:22])[C:7]1[CH:12]=[C:11]([N+:13]([O-:15])=[O:14])[CH:10]=[C:9]([N:16]2[CH2:21][CH2:20][O:19][CH2:18][CH2:17]2)[CH:8]=1)(=O)[CH3:2].CC[N+](S(N=C(OC)[O-])(=O)=O)(CC)CC.ClC(Cl)C, predict the reaction product. The product is: [CH3:2][C:1]1[O:22][C:6]([C:7]2[CH:8]=[C:9]([N:16]3[CH2:17][CH2:18][O:19][CH2:20][CH2:21]3)[CH:10]=[C:11]([N+:13]([O-:15])=[O:14])[CH:12]=2)=[N:5][N:4]=1. (6) Given the reactants Br[C:2]1[CH:3]=[CH:4][C:5]2[S:9][C:8]([N:10]3[CH2:14][CH2:13][C@@H:12]([N:15]4[CH2:20][CH2:19][CH2:18][CH2:17][CH2:16]4)[CH2:11]3)=[N:7][C:6]=2[CH:21]=1.[N:22]1[NH:23][C:24](=[O:28])[CH:25]=[CH:26][CH:27]=1.C(=O)([O-])[O-].[K+].[K+].CNCCNC, predict the reaction product. The product is: [N:15]1([C@@H:12]2[CH2:13][CH2:14][N:10]([C:8]3[S:9][C:5]4[CH:4]=[CH:3][C:2]([N:23]5[C:24](=[O:28])[CH:25]=[CH:26][CH:27]=[N:22]5)=[CH:21][C:6]=4[N:7]=3)[CH2:11]2)[CH2:20][CH2:19][CH2:18][CH2:17][CH2:16]1. (7) Given the reactants [CH2:1]([C:8]1[S:12][C:11]2[CH:13]=[CH:14][CH:15]=[CH:16][C:10]=2[C:9]=1[C:17]1[CH:22]=[CH:21][C:20]([C:23]2[CH:28]=[C:27](Br)[C:26]([OH:30])=[C:25](Br)[CH:24]=2)=[CH:19][CH:18]=1)[C:2]1[CH:7]=[CH:6][CH:5]=[CH:4][CH:3]=1.[CH3:32][O:33][C:34]1[CH:39]=[CH:38][C:37](B(O)O)=[CH:36][CH:35]=1.[OH-].[Ba+2].[OH-].CO[CH2:48][CH2:49][O:50][CH3:51], predict the reaction product. The product is: [CH3:32][O:33][C:34]1[CH:39]=[CH:38][C:37]([C:25]2[CH:24]=[C:23]([C:20]3[CH:21]=[CH:22][C:17]([C:9]4[C:10]5[CH:16]=[CH:15][CH:14]=[CH:13][C:11]=5[S:12][C:8]=4[CH2:1][C:2]4[CH:3]=[CH:4][CH:5]=[CH:6][CH:7]=4)=[CH:18][CH:19]=3)[CH:28]=[C:27]([C:1]3[CH:2]=[CH:3][C:49]([O:50][CH3:51])=[CH:48][CH:8]=3)[C:26]=2[OH:30])=[CH:36][CH:35]=1. (8) Given the reactants [C:1]([O:5][C:6](=[O:31])[CH2:7][N:8]1[C:12]2[CH:13]=[CH:14][CH:15]=[C:16]([NH:17][S:18]([C:21]3[CH:26]=[CH:25][CH:24]=[C:23]([F:27])[CH:22]=3)(=[O:20])=[O:19])[C:11]=2[N:10]=[C:9]1[CH2:28][CH2:29][CH3:30])([CH3:4])([CH3:3])[CH3:2].C([O-])([O-])=O.[K+].[K+].[CH2:38](Br)[C:39]1[CH:44]=[CH:43][CH:42]=[CH:41][CH:40]=1, predict the reaction product. The product is: [C:1]([O:5][C:6](=[O:31])[CH2:7][N:8]1[C:12]2[CH:13]=[CH:14][CH:15]=[C:16]([N:17]([CH2:38][C:39]3[CH:44]=[CH:43][CH:42]=[CH:41][CH:40]=3)[S:18]([C:21]3[CH:26]=[CH:25][CH:24]=[C:23]([F:27])[CH:22]=3)(=[O:19])=[O:20])[C:11]=2[N:10]=[C:9]1[CH2:28][CH2:29][CH3:30])([CH3:4])([CH3:3])[CH3:2]. (9) Given the reactants [OH-:1].[K+].[Cl:3][C:4]1[CH:9]=[C:8]([Cl:10])[CH:7]=[CH:6][C:5]=1[CH:11](Cl)[CH2:12][CH2:13]Cl.[N+:16]([CH2:18]S(C1C=CC(C)=CC=1)(=O)=O)#[C-:17].[NH4+].[Cl-], predict the reaction product. The product is: [Cl:3][C:4]1[CH:9]=[C:8]([Cl:10])[CH:7]=[CH:6][C:5]=1[C:11]1[CH2:12][CH2:13][C:17]=1[NH:16][CH:18]=[O:1]. (10) The product is: [Si:41]([O:15][C@H:13]([CH3:14])[C@@H:12]([NH:16][C:17]1[CH:22]=[CH:21][C:20]([C:23]#[N:24])=[C:19]([C:25]([F:28])([F:27])[F:26])[CH:18]=1)[C:11]([NH:10][NH:9][C:7](=[O:8])[C:6]1[CH:5]=[CH:4][C:3]([C:1]#[N:2])=[CH:31][CH:30]=1)=[O:29])([C:38]([CH3:40])([CH3:39])[CH3:37])([CH3:43])[CH3:42]. Given the reactants [C:1]([C:3]1[CH:31]=[CH:30][C:6]([C:7]([NH:9][NH:10][C:11](=[O:29])[C@H:12]([NH:16][C:17]2[CH:22]=[CH:21][C:20]([C:23]#[N:24])=[C:19]([C:25]([F:28])([F:27])[F:26])[CH:18]=2)[C@H:13]([OH:15])[CH3:14])=[O:8])=[CH:5][CH:4]=1)#[N:2].N1C=CN=C1.[CH3:37][C:38]([Si:41](Cl)([CH3:43])[CH3:42])([CH3:40])[CH3:39], predict the reaction product.